From a dataset of Catalyst prediction with 721,799 reactions and 888 catalyst types from USPTO. Predict which catalyst facilitates the given reaction. (1) Reactant: [CH3:1][C:2]([C:13]1[CH:18]=[CH:17][C:16]([N+:19]([O-])=O)=[CH:15][CH:14]=1)([C:8]([O:10][CH2:11][CH3:12])=[O:9])[C:3]([O:5][CH2:6][CH3:7])=[O:4]. Product: [NH2:19][C:16]1[CH:17]=[CH:18][C:13]([C:2]([CH3:1])([C:3]([O:5][CH2:6][CH3:7])=[O:4])[C:8]([O:10][CH2:11][CH3:12])=[O:9])=[CH:14][CH:15]=1. The catalyst class is: 19. (2) Reactant: Br[CH2:2][C:3]#[C:4][C:5]1[S:9][C:8]([C:10]([O:12][CH3:13])=[O:11])=[CH:7][CH:6]=1.COC(=O)CC1C=CC(C[NH:23][C@H:24]([CH2:32][CH2:33][C:34]([O:36][C:37]([CH3:40])([CH3:39])[CH3:38])=[O:35])[C:25]([O:27][C:28]([CH3:31])([CH3:30])[CH3:29])=[O:26])=CC=1. Product: [CH3:13][O:12][C:10]([C:8]1[S:9][C:5]([C:4]#[C:3][CH2:2][NH:23][C@H:24]([CH2:32][CH2:33][C:34]([O:36][C:37]([CH3:40])([CH3:39])[CH3:38])=[O:35])[C:25]([O:27][C:28]([CH3:31])([CH3:30])[CH3:29])=[O:26])=[CH:6][CH:7]=1)=[O:11]. The catalyst class is: 13. (3) Reactant: C([O-])(=O)C.[NH4+].[CH3:6][O:7][C:8]1[CH:9]=[C:10]([CH:13]=[CH:14][C:15]=1[O:16][C:17]1[CH:22]=[CH:21][C:20]([C:23]([F:26])([F:25])[F:24])=[CH:19][C:18]=1[N+:27]([O-:29])=[O:28])[CH:11]=O.[NH2:30][C:31]1[S:32][CH2:33][C:34](=[O:36])[N:35]=1. Product: [NH2:30][C:31]1[S:32][C:33](=[CH:11][C:10]2[CH:13]=[CH:14][C:15]([O:16][C:17]3[CH:22]=[CH:21][C:20]([C:23]([F:26])([F:25])[F:24])=[CH:19][C:18]=3[N+:27]([O-:29])=[O:28])=[C:8]([O:7][CH3:6])[CH:9]=2)[C:34](=[O:36])[N:35]=1. The catalyst class is: 8. (4) Reactant: C1(N2C(=O)C3S[CH:15]=[C:16]([C:17]4C=CC=CC=4)[C:10]=3[N:9]=[CH:8]2)C=CC=CC=1.[NH2:23][C:24]1[C:28]([C:29]2[CH:34]=[CH:33][CH:32]=[CH:31][C:30]=2[F:35])=[CH:27][S:26][C:25]=1[C:36]([O:38]C)=O.C(OCC)(OCC)OCC.C(N)C(C)C. Product: [F:35][C:30]1[CH:31]=[CH:32][CH:33]=[CH:34][C:29]=1[C:28]1[C:24]2[N:23]=[CH:8][N:9]([CH2:10][CH:16]([CH3:17])[CH3:15])[C:36](=[O:38])[C:25]=2[S:26][CH:27]=1. The catalyst class is: 15. (5) Reactant: [CH3:1][O:2][CH2:3][CH2:4][O:5][CH2:6][C:7]1[CH:16]=[C:15]2[C:10]([CH:11]=[CH:12][C:13]([CH2:17][OH:18])=[CH:14]2)=[CH:9][CH:8]=1. Product: [CH3:1][O:2][CH2:3][CH2:4][O:5][CH2:6][C:7]1[CH:16]=[C:15]2[C:10]([CH:11]=[CH:12][C:13]([CH:17]=[O:18])=[CH:14]2)=[CH:9][CH:8]=1. The catalyst class is: 703. (6) Reactant: [F:1][C:2]1[C:3]([NH:16][C:17]2[CH:22]=[CH:21][C:20]([C:23]#[C:24][CH2:25][CH2:26][OH:27])=[CH:19][C:18]=2[F:28])=[C:4]([CH:12]=[CH:13][C:14]=1[F:15])[C:5]([NH:7][O:8][CH2:9][CH2:10][OH:11])=[O:6]. Product: [F:1][C:2]1[C:3]([NH:16][C:17]2[CH:22]=[CH:21][C:20]([CH2:23][CH2:24][CH2:25][CH2:26][OH:27])=[CH:19][C:18]=2[F:28])=[C:4]([CH:12]=[CH:13][C:14]=1[F:15])[C:5]([NH:7][O:8][CH2:9][CH2:10][OH:11])=[O:6]. The catalyst class is: 50.